This data is from Peptide-MHC class II binding affinity with 134,281 pairs from IEDB. The task is: Regression. Given a peptide amino acid sequence and an MHC pseudo amino acid sequence, predict their binding affinity value. This is MHC class II binding data. (1) The peptide sequence is AVFEAALTKAITAMS. The MHC is DRB5_0101 with pseudo-sequence DRB5_0101. The binding affinity (normalized) is 0.545. (2) The peptide sequence is FFFLFNILTGKKITA. The MHC is HLA-DQA10103-DQB10603 with pseudo-sequence HLA-DQA10103-DQB10603. The binding affinity (normalized) is 0. (3) The binding affinity (normalized) is 0.418. The MHC is DRB1_1101 with pseudo-sequence DRB1_1101. The peptide sequence is NSFKPFAEYKSDYVY. (4) The peptide sequence is GELQIVDKIDSAFKI. The MHC is DRB1_0404 with pseudo-sequence DRB1_0404. The binding affinity (normalized) is 0.820.